From a dataset of Forward reaction prediction with 1.9M reactions from USPTO patents (1976-2016). Predict the product of the given reaction. (1) Given the reactants [CH2:1]([C:4]1([CH3:30])[CH2:9][C@H:8]([C:10]2[CH:15]=[CH:14][CH:13]=[C:12]([Cl:16])[CH:11]=2)[C@@H:7]([C:17]2[CH:22]=[CH:21][C:20]([Cl:23])=[CH:19][N:18]=2)[N:6]([C@@H:24]([CH2:27][CH3:28])[CH2:25]O)[C:5]1=[O:29])[CH:2]=[CH2:3].[CH2:31]([SH:33])[CH3:32].C(C=P(CCCC)(CCCC)CCCC)#N, predict the reaction product. The product is: [CH2:1]([C@@:4]1([CH3:30])[CH2:9][C@H:8]([C:10]2[CH:15]=[CH:14][CH:13]=[C:12]([Cl:16])[CH:11]=2)[C@@H:7]([C:17]2[CH:22]=[CH:21][C:20]([Cl:23])=[CH:19][N:18]=2)[N:6]([C@@H:24]([CH2:27][CH3:28])[CH2:25][S:33][CH2:31][CH3:32])[C:5]1=[O:29])[CH:2]=[CH2:3]. (2) Given the reactants [CH:1]([NH:3][N:4]1[CH:8]=[C:7]([CH3:9])[CH:6]=[C:5]1[C:10]([NH2:12])=[O:11])=O.C[O-].[Na+], predict the reaction product. The product is: [CH3:9][C:7]1[CH:6]=[C:5]2[N:4]([CH:8]=1)[N:3]=[CH:1][NH:12][C:10]2=[O:11]. (3) Given the reactants [CH3:1][S:2](Cl)(=[O:4])=[O:3].[N:6]1([C:13]2[N:18]=[C:17]([CH:19]3[CH2:21][CH2:20]3)[N:16]=[C:15]([N:22]3[CH2:25][CH:24]([OH:26])[CH2:23]3)[C:14]=2[CH3:27])[CH2:12][CH2:11][CH2:10][CH2:9][CH2:8][CH2:7]1.C(N(CC)CC)C.O, predict the reaction product. The product is: [N:6]1([C:13]2[N:18]=[C:17]([CH:19]3[CH2:20][CH2:21]3)[N:16]=[C:15]([N:22]3[CH2:23][CH:24]([O:26][S:2]([CH3:1])(=[O:4])=[O:3])[CH2:25]3)[C:14]=2[CH3:27])[CH2:12][CH2:11][CH2:10][CH2:9][CH2:8][CH2:7]1.